Task: Predict the reactants needed to synthesize the given product.. Dataset: Full USPTO retrosynthesis dataset with 1.9M reactions from patents (1976-2016) (1) Given the product [Cl:1][C:2]1[CH:38]=[CH:37][C:5]([C:6]([N:8]2[CH2:14][C:13]3[CH:15]=[CH:16][C:17]([NH:58][C:56](=[O:46])[CH3:57])=[CH:18][C:12]=3[N:11]([CH2:22][C:23]3[CH:24]=[CH:25][C:26]([C:29]([N:31]4[CH2:35][CH:34]=[CH:33][CH2:32]4)=[O:30])=[CH:27][CH:28]=3)[C:10](=[O:36])[CH2:9]2)=[O:7])=[CH:4][CH:3]=1, predict the reactants needed to synthesize it. The reactants are: [Cl:1][C:2]1[CH:38]=[CH:37][C:5]([C:6]([N:8]2[CH2:14][C:13]3[CH:15]=[CH:16][C:17](C(O)=O)=[CH:18][C:12]=3[N:11]([CH2:22][C:23]3[CH:28]=[CH:27][C:26]([C:29]([N:31]4[CH2:35][CH:34]=[CH:33][CH2:32]4)=[O:30])=[CH:25][CH:24]=3)[C:10](=[O:36])[CH2:9]2)=[O:7])=[CH:4][CH:3]=1.C1(P(N=[N+]=[N-])(C2C=CC=CC=2)=[O:46])C=CC=CC=1.[CH2:56]([N:58](CC)CC)[CH3:57].C(Cl)(=O)C. (2) Given the product [Cl:1][C:2]1[CH:3]=[C:4]([CH:10]([C:11]2[CH:16]=[CH:15][C:14]([F:17])=[CH:13][CH:12]=2)[NH:18][C:19](=[O:34])[CH2:20][CH:21]2[CH2:26][CH2:25][N:24]([CH2:57][C:54]3[CH:55]=[CH:56][N:52]([C:49]4[CH:50]=[CH:51][C:46]([C:45]([F:60])([F:59])[F:44])=[CH:47][CH:48]=4)[CH:53]=3)[CH2:23][CH2:22]2)[CH:5]=[N:6][C:7]=1[O:8][CH3:9], predict the reactants needed to synthesize it. The reactants are: [Cl:1][C:2]1[CH:3]=[C:4]([CH:10]([NH:18][C:19](=[O:34])[CH2:20][CH:21]2[CH2:26][CH2:25][N:24](C(OC(C)(C)C)=O)[CH2:23][CH2:22]2)[C:11]2[CH:16]=[CH:15][C:14]([F:17])=[CH:13][CH:12]=2)[CH:5]=[N:6][C:7]=1[O:8][CH3:9].CCN(C(C)C)C(C)C.[F:44][C:45]([F:60])([F:59])[C:46]1[CH:51]=[CH:50][C:49]([N:52]2[CH:56]=[CH:55][C:54]([CH:57]=O)=[CH:53]2)=[CH:48][CH:47]=1.C(O[BH-](OC(=O)C)OC(=O)C)(=O)C. (3) Given the product [CH2:21]([NH:23][C@H:7]([C:8]1[CH:13]=[CH:12][CH:11]=[CH:10][CH:9]=1)[CH:6]=[CH2:5])[CH:15]([CH3:20])[CH3:16], predict the reactants needed to synthesize it. The reactants are: C(=O)(O[CH2:5]/[CH:6]=[CH:7]/[C:8]1[CH:13]=[CH:12][CH:11]=[CH:10][CH:9]=1)OC.[C:15]1([C@@H:21]([N:23]([C@H](C2C=CC=CC=2)C)P2OC3C=CC4C=CC=CC=4C=3C3C4C(C=CC=3O2)=CC=CC=4)C)[CH:20]=CC=C[CH:16]=1.CCO.C1(C)C=CC(S(O)(=O)=O)=CC=1. (4) Given the product [Cl:1][C:2]1[C:12]2[CH2:11][CH2:10][N:9]([C:23]([O:22][CH2:21][CH3:20])=[O:16])[CH2:8][CH2:7][C:6]=2[CH:5]=[CH:4][CH:3]=1, predict the reactants needed to synthesize it. The reactants are: [Cl:1][C:2]1[C:12]2[CH2:11][C:10](=O)[NH:9][C:8](=O)[CH2:7][C:6]=2[CH:5]=[CH:4][CH:3]=1.C[OH:16].Cl.N.C1[CH2:23][O:22][CH2:21][CH2:20]1. (5) Given the product [Cl:1][C:2]1[CH:7]=[CH:6][CH:5]=[C:4]([F:8])[C:3]=1[C:9]1[N:10]([C:24]([O:26][C:27]([CH3:30])([CH3:29])[CH3:28])=[O:25])[C:11]2[C:16]([CH:17]=1)=[CH:15][C:14]([C:18]([O:20][CH2:21][CH:22]=[CH2:23])=[O:19])=[CH:13][CH:12]=2, predict the reactants needed to synthesize it. The reactants are: [Cl:1][C:2]1[CH:7]=[CH:6][CH:5]=[C:4]([F:8])[C:3]=1[C:9]1[NH:10][C:11]2[C:16]([CH:17]=1)=[CH:15][C:14]([C:18]([O:20][CH2:21][CH:22]=[CH2:23])=[O:19])=[CH:13][CH:12]=2.[C:24](O[C:24]([O:26][C:27]([CH3:30])([CH3:29])[CH3:28])=[O:25])([O:26][C:27]([CH3:30])([CH3:29])[CH3:28])=[O:25]. (6) Given the product [O:31]=[S:25]1(=[O:32])[CH2:30][CH2:29][CH2:28][CH2:27][N:26]1[C:20]1[CH:21]=[CH:22][C:17]([C:15]([N:12]2[CH2:13][CH2:14][N:9]([C:6]3[C:5]([CH3:24])=[CH:4][C:3]([CH2:1][CH3:2])=[CH:8][N:7]=3)[CH2:10][CH2:11]2)=[O:16])=[CH:18][CH:19]=1, predict the reactants needed to synthesize it. The reactants are: [CH2:1]([C:3]1[CH:4]=[C:5]([CH3:24])[C:6]([N:9]2[CH2:14][CH2:13][N:12]([C:15]([C:17]3[CH:22]=[CH:21][C:20](I)=[CH:19][CH:18]=3)=[O:16])[CH2:11][CH2:10]2)=[N:7][CH:8]=1)[CH3:2].[S:25]1(=[O:32])(=[O:31])[CH2:30][CH2:29][CH2:28][CH2:27][NH:26]1.